This data is from Catalyst prediction with 721,799 reactions and 888 catalyst types from USPTO. The task is: Predict which catalyst facilitates the given reaction. (1) Reactant: [CH3:1][C:2]1[CH:3]=[N:4][N:5]([CH2:7][C:8]2[CH:23]=[CH:22][C:11]([C:12]([C:14]3[CH:15]=[N:16][CH:17]=[C:18]([CH:21]=3)[C:19]#N)=[O:13])=[CH:10][CH:9]=2)[CH:6]=1.[OH-:24].[Li+].[OH2:26]. Product: [CH3:1][C:2]1[CH:3]=[N:4][N:5]([CH2:7][C:8]2[CH:23]=[CH:22][C:11]([C:12]([C:14]3[CH:15]=[N:16][CH:17]=[C:18]([CH:21]=3)[C:19]([OH:26])=[O:24])=[O:13])=[CH:10][CH:9]=2)[CH:6]=1. The catalyst class is: 1. (2) Reactant: [CH3:1][C:2]1([CH3:14])[C:6]([CH3:8])([CH3:7])[O:5][B:4]([C:9]2[CH:10]=[N:11][NH:12][CH:13]=2)[O:3]1.Br[CH2:16][CH2:17][O:18][CH3:19].[H-].[Na+]. Product: [CH3:19][O:18][CH2:17][CH2:16][N:12]1[CH:13]=[C:9]([B:4]2[O:5][C:6]([CH3:7])([CH3:8])[C:2]([CH3:14])([CH3:1])[O:3]2)[CH:10]=[N:11]1. The catalyst class is: 1. (3) Reactant: [H-].[Na+].C1COCC1.[C:8]([O:12][C:13](=[O:21])/[CH:14]=[CH:15]/[C:16]1[CH:20]=[CH:19][NH:18][CH:17]=1)([CH3:11])([CH3:10])[CH3:9].[Br:22][C:23]1[S:27][C:26]([S:28](Cl)(=[O:30])=[O:29])=[CH:25][CH:24]=1. Product: [C:8]([O:12][C:13](=[O:21])/[CH:14]=[CH:15]/[C:16]1[CH:20]=[CH:19][N:18]([S:28]([C:26]2[S:27][C:23]([Br:22])=[CH:24][CH:25]=2)(=[O:30])=[O:29])[CH:17]=1)([CH3:11])([CH3:9])[CH3:10]. The catalyst class is: 6. (4) The catalyst class is: 1. Reactant: [ClH:1].[S:2]1[C:6]2[CH:7]=[CH:8][C:9]([N:11]([CH3:30])[C:12](=[O:29])[C@@H:13]([NH:21]C(=O)OC(C)(C)C)[CH2:14][C:15]3[CH:20]=[CH:19][CH:18]=[CH:17][CH:16]=3)=[CH:10][C:5]=2[N:4]=[CH:3]1. Product: [ClH:1].[NH2:21][C@@H:13]([CH2:14][C:15]1[CH:20]=[CH:19][CH:18]=[CH:17][CH:16]=1)[C:12]([N:11]([C:9]1[CH:8]=[CH:7][C:6]2[S:2][CH:3]=[N:4][C:5]=2[CH:10]=1)[CH3:30])=[O:29].